This data is from Reaction yield outcomes from USPTO patents with 853,638 reactions. The task is: Predict the reaction yield, written as a fraction of the theoretical maximum amount of product (1.0 means a 100% yield; for example, 0.34 means a 34% yield). (1) The reactants are [CH2:1]([N:4]1[C@H:9]([CH3:10])[CH2:8][N:7](C(OCC)=O)[C@@H:6]([CH3:16])[CH2:5]1)[CH:2]=[CH2:3].[OH-].[K+].C(=O)=O.C1(C)C=CC=CC=1. The catalyst is C(O)C. The product is [CH2:1]([N:4]1[CH2:5][C@@H:6]([CH3:16])[NH:7][CH2:8][C@@H:9]1[CH3:10])[CH:2]=[CH2:3]. The yield is 0.690. (2) The reactants are Cl[CH2:2][C:3]1[CH:12]=[CH:11][C:10]2[C:5](=[CH:6][CH:7]=[CH:8][CH:9]=2)[N:4]=1.[CH3:13][O:14][C:15](=[O:23])[C:16]1[CH:21]=[CH:20][C:19]([OH:22])=[CH:18][CH:17]=1.C(=O)([O-])[O-].[K+].[K+].[OH-].[Na+]. The catalyst is CC(C)=O.C(OCC)(=O)C. The product is [CH3:13][O:14][C:15](=[O:23])[C:16]1[CH:21]=[CH:20][C:19]([O:22][CH2:2][C:3]2[CH:12]=[CH:11][C:10]3[C:5](=[CH:6][CH:7]=[CH:8][CH:9]=3)[N:4]=2)=[CH:18][CH:17]=1. The yield is 0.610.